This data is from Peptide-MHC class II binding affinity with 134,281 pairs from IEDB. The task is: Regression. Given a peptide amino acid sequence and an MHC pseudo amino acid sequence, predict their binding affinity value. This is MHC class II binding data. (1) The peptide sequence is GLRRLTTLLRALGAQ. The MHC is DRB1_0301 with pseudo-sequence DRB1_0301. The binding affinity (normalized) is 0.325. (2) The peptide sequence is LFKVRNGGEIGAVAL. The MHC is HLA-DQA10102-DQB10501 with pseudo-sequence HLA-DQA10102-DQB10501. The binding affinity (normalized) is 0.502. (3) The peptide sequence is MLLDNMEVRGGMVAP. The MHC is DRB1_1301 with pseudo-sequence DRB1_1301. The binding affinity (normalized) is 0. (4) The MHC is DRB1_1302 with pseudo-sequence DRB1_1302. The binding affinity (normalized) is 0.384. The peptide sequence is DVLREPHLYTFSFRN. (5) The MHC is HLA-DQA10301-DQB10302 with pseudo-sequence HLA-DQA10301-DQB10302. The binding affinity (normalized) is 0.183. The peptide sequence is PETEKAEEVEKIEKT. (6) The peptide sequence is QAAVVRFQEAANKQK. The MHC is DRB1_0411 with pseudo-sequence QEFFIASGAAVDAIMEVHFDYYSLQRETYHVVFT. The binding affinity (normalized) is 0.574. (7) The peptide sequence is RIDTPEVLKGPFTVR. The MHC is HLA-DQA10102-DQB10602 with pseudo-sequence HLA-DQA10102-DQB10602. The binding affinity (normalized) is 0. (8) The peptide sequence is DYVRMWVQAATAMSA. The MHC is DRB1_1602 with pseudo-sequence DRB1_1602. The binding affinity (normalized) is 0.422. (9) The peptide sequence is TVNSLISDQLLMRNH. The MHC is DRB1_0101 with pseudo-sequence DRB1_0101. The binding affinity (normalized) is 0.352. (10) The peptide sequence is LHYTVDKSKPKVY. The MHC is DRB1_1101 with pseudo-sequence DRB1_1101. The binding affinity (normalized) is 0.